Dataset: Peptide-MHC class II binding affinity with 134,281 pairs from IEDB. Task: Regression. Given a peptide amino acid sequence and an MHC pseudo amino acid sequence, predict their binding affinity value. This is MHC class II binding data. (1) The peptide sequence is YFHRRDLRLMANAICSAV. The MHC is DRB1_0404 with pseudo-sequence DRB1_0404. The binding affinity (normalized) is 0.307. (2) The peptide sequence is QKQITKIQNFRVYYR. The MHC is DRB4_0101 with pseudo-sequence DRB4_0103. The binding affinity (normalized) is 0.407. (3) The peptide sequence is YFPPPAAKEDFLGCL. The MHC is HLA-DQA10401-DQB10402 with pseudo-sequence HLA-DQA10401-DQB10402. The binding affinity (normalized) is 0. (4) The peptide sequence is LPQILAECARRRLRT. The MHC is HLA-DQA10102-DQB10501 with pseudo-sequence HLA-DQA10102-DQB10501. The binding affinity (normalized) is 0.581. (5) The peptide sequence is DQQVWEKYGHLCKHH. The MHC is DRB1_0101 with pseudo-sequence DRB1_0101. The binding affinity (normalized) is 0.275.